Dataset: Catalyst prediction with 721,799 reactions and 888 catalyst types from USPTO. Task: Predict which catalyst facilitates the given reaction. (1) Reactant: Cl.[N:2]1[CH:7]=[CH:6][CH:5]=[CH:4][C:3]=1[C:8](Cl)=[O:9].[Br:11][C:12]1[C:13]([F:22])=[C:14]2[C:20]([NH2:21])=[CH:19][NH:18][C:15]2=[N:16][CH:17]=1.[Li+].[OH-]. Product: [Br:11][C:12]1[C:13]([F:22])=[C:14]2[C:20]([NH:21][C:8](=[O:9])[C:3]3[CH:4]=[CH:5][CH:6]=[CH:7][N:2]=3)=[CH:19][NH:18][C:15]2=[N:16][CH:17]=1. The catalyst class is: 877. (2) Product: [CH3:1][O:2][C:3]1[CH:4]=[CH:5][CH:6]=[CH:7][C:8]=1[O:9][CH2:10][CH2:11][NH:12][CH2:13][CH:14]([OH:30])[CH2:15][O:16][C:17]1[CH:18]=[CH:19][CH:20]=[C:21]2[NH:29][C:28]3[CH:27]=[CH:26][CH:25]=[CH:24][C:23]=3[C:22]=12.[CH3:1][O:2][C:3]1[CH:4]=[CH:5][CH:6]=[CH:7][C:8]=1[O:9][CH2:10][CH2:11][NH2:12]. The catalyst class is: 17. Reactant: [CH3:1][O:2][C:3]1[CH:4]=[CH:5][CH:6]=[CH:7][C:8]=1[O:9][CH2:10][CH2:11][NH:12][CH2:13][CH:14]([OH:30])[CH2:15][O:16][C:17]1[CH:18]=[CH:19][CH:20]=[C:21]2[NH:29][C:28]3[CH:27]=[CH:26][CH:25]=[CH:24][C:23]=3[C:22]=12.O. (3) Reactant: C([N:3](CC)CC)C.[C:8]([C:10]1[CH:15]=[CH:14][C:13]([CH:16]2[N:21]([CH2:22][C:23]([OH:25])=O)[C:20](=[O:26])[N:19]([C:27]3[CH:32]=[CH:31][CH:30]=[C:29]([C:33]([F:36])([F:35])[F:34])[CH:28]=3)[C:18]3[CH2:37][CH2:38][N:39]([CH3:42])[C:40](=[O:41])[C:17]2=3)=[CH:12][CH:11]=1)#[N:9].F[P-](F)(F)(F)(F)F.N1(OC(N(C)C)=[N+](C)C)C2N=CC=CC=2N=N1.N.[Cl-].[NH4+]. Product: [C:8]([C:10]1[CH:11]=[CH:12][C:13]([CH:16]2[N:21]([CH2:22][C:23]([NH2:3])=[O:25])[C:20](=[O:26])[N:19]([C:27]3[CH:32]=[CH:31][CH:30]=[C:29]([C:33]([F:36])([F:34])[F:35])[CH:28]=3)[C:18]3[CH2:37][CH2:38][N:39]([CH3:42])[C:40](=[O:41])[C:17]2=3)=[CH:14][CH:15]=1)#[N:9]. The catalyst class is: 35. (4) Reactant: [N:1]1([C:7]2[S:8]/[C:9](=[CH:13]\[C:14]3[CH:19]=[CH:18][C:17]([F:20])=[CH:16][C:15]=3[OH:21])/[C:10](=[O:12])[N:11]=2)[CH2:6][CH2:5][CH2:4][CH2:3][NH:2]1.C(=O)([O-])[O-].[K+].[K+].[N:28]1([CH:34]2[CH2:39][CH2:38][N:37]([C:40](Cl)=[O:41])[CH2:36][CH2:35]2)[CH2:33][CH2:32][CH2:31][CH2:30][CH2:29]1. Product: [N:28]1([CH:34]2[CH2:39][CH2:38][N:37]([C:40]([O:21][C:15]3[CH:16]=[C:17]([F:20])[CH:18]=[CH:19][C:14]=3/[CH:13]=[C:9]3\[C:10](=[O:12])[N:11]=[C:7]([N:1]4[CH2:6][CH2:5][CH2:4][CH2:3][NH:2]4)[S:8]\3)=[O:41])[CH2:36][CH2:35]2)[CH2:33][CH2:32][CH2:31][CH2:30][CH2:29]1. The catalyst class is: 10. (5) Reactant: [NH2:1][C:2]1[CH:3]=[CH:4][C:5]([O:12][CH:13]([C:24]2[CH:29]=[CH:28][CH:27]=[CH:26][C:25]=2[Cl:30])[C:14]2[CH:19]=[CH:18][C:17]([C:20]([F:23])([F:22])[F:21])=[CH:16][CH:15]=2)=[C:6]([CH:11]=1)[C:7]([O:9][CH3:10])=[O:8].[CH3:31][O:32][C:33]1[CH:34]=[C:35]([N:41]=[C:42]=[O:43])[CH:36]=[CH:37][C:38]=1[O:39][CH3:40]. Product: [Cl:30][C:25]1[CH:26]=[CH:27][CH:28]=[CH:29][C:24]=1[CH:13]([C:14]1[CH:19]=[CH:18][C:17]([C:20]([F:21])([F:22])[F:23])=[CH:16][CH:15]=1)[O:12][C:5]1[CH:4]=[CH:3][C:2]([NH:1][C:42]([NH:41][C:35]2[CH:36]=[CH:37][C:38]([O:39][CH3:40])=[C:33]([O:32][CH3:31])[CH:34]=2)=[O:43])=[CH:11][C:6]=1[C:7]([O:9][CH3:10])=[O:8]. The catalyst class is: 1.